This data is from NCI-60 drug combinations with 297,098 pairs across 59 cell lines. The task is: Regression. Given two drug SMILES strings and cell line genomic features, predict the synergy score measuring deviation from expected non-interaction effect. (1) Drug 1: CC12CCC3C(C1CCC2=O)CC(=C)C4=CC(=O)C=CC34C. Drug 2: C#CCC(CC1=CN=C2C(=N1)C(=NC(=N2)N)N)C3=CC=C(C=C3)C(=O)NC(CCC(=O)O)C(=O)O. Cell line: IGROV1. Synergy scores: CSS=20.9, Synergy_ZIP=-0.563, Synergy_Bliss=-0.511, Synergy_Loewe=-0.432, Synergy_HSA=-0.505. (2) Drug 1: CC1=C(C(CCC1)(C)C)C=CC(=CC=CC(=CC(=O)O)C)C. Drug 2: CC1=C2C(C(=O)C3(C(CC4C(C3C(C(C2(C)C)(CC1OC(=O)C(C(C5=CC=CC=C5)NC(=O)OC(C)(C)C)O)O)OC(=O)C6=CC=CC=C6)(CO4)OC(=O)C)O)C)O. Cell line: HT29. Synergy scores: CSS=44.3, Synergy_ZIP=19.8, Synergy_Bliss=19.4, Synergy_Loewe=20.0, Synergy_HSA=20.1. (3) Drug 1: CNC(=O)C1=NC=CC(=C1)OC2=CC=C(C=C2)NC(=O)NC3=CC(=C(C=C3)Cl)C(F)(F)F. Synergy scores: CSS=27.1, Synergy_ZIP=2.25, Synergy_Bliss=0.276, Synergy_Loewe=-10.5, Synergy_HSA=3.08. Drug 2: C#CCC(CC1=CN=C2C(=N1)C(=NC(=N2)N)N)C3=CC=C(C=C3)C(=O)NC(CCC(=O)O)C(=O)O. Cell line: SR. (4) Drug 1: CC1=C2C(C(=O)C3(C(CC4C(C3C(C(C2(C)C)(CC1OC(=O)C(C(C5=CC=CC=C5)NC(=O)OC(C)(C)C)O)O)OC(=O)C6=CC=CC=C6)(CO4)OC(=O)C)O)C)O. Drug 2: C(=O)(N)NO. Cell line: SK-MEL-5. Synergy scores: CSS=35.9, Synergy_ZIP=2.59, Synergy_Bliss=1.78, Synergy_Loewe=-30.4, Synergy_HSA=-2.17. (5) Drug 1: CN(C)C1=NC(=NC(=N1)N(C)C)N(C)C. Drug 2: CC1CCC2CC(C(=CC=CC=CC(CC(C(=O)C(C(C(=CC(C(=O)CC(OC(=O)C3CCCCN3C(=O)C(=O)C1(O2)O)C(C)CC4CCC(C(C4)OC)O)C)C)O)OC)C)C)C)OC. Cell line: IGROV1. Synergy scores: CSS=25.0, Synergy_ZIP=-14.4, Synergy_Bliss=-13.6, Synergy_Loewe=-65.8, Synergy_HSA=-12.5. (6) Drug 1: CCC1=CC2CC(C3=C(CN(C2)C1)C4=CC=CC=C4N3)(C5=C(C=C6C(=C5)C78CCN9C7C(C=CC9)(C(C(C8N6C)(C(=O)OC)O)OC(=O)C)CC)OC)C(=O)OC. Drug 2: CCC1=C2N=C(C=C(N2N=C1)NCC3=C[N+](=CC=C3)[O-])N4CCCCC4CCO. Cell line: NCIH23. Synergy scores: CSS=62.5, Synergy_ZIP=-0.183, Synergy_Bliss=-1.34, Synergy_Loewe=-3.35, Synergy_HSA=1.03. (7) Drug 1: CC(CN1CC(=O)NC(=O)C1)N2CC(=O)NC(=O)C2. Drug 2: C1CN(P(=O)(OC1)NCCCl)CCCl. Cell line: PC-3. Synergy scores: CSS=14.0, Synergy_ZIP=-5.15, Synergy_Bliss=-1.72, Synergy_Loewe=-8.00, Synergy_HSA=-1.51. (8) Drug 1: CC=C1C(=O)NC(C(=O)OC2CC(=O)NC(C(=O)NC(CSSCCC=C2)C(=O)N1)C(C)C)C(C)C. Drug 2: C1CNP(=O)(OC1)N(CCCl)CCCl. Cell line: SK-MEL-5. Synergy scores: CSS=44.6, Synergy_ZIP=-0.389, Synergy_Bliss=-3.96, Synergy_Loewe=-51.6, Synergy_HSA=-4.87. (9) Drug 1: C1CC(=O)NC(=O)C1N2C(=O)C3=CC=CC=C3C2=O. Drug 2: CC1CCCC2(C(O2)CC(NC(=O)CC(C(C(=O)C(C1O)C)(C)C)O)C(=CC3=CSC(=N3)C)C)C. Cell line: OVCAR-8. Synergy scores: CSS=51.3, Synergy_ZIP=3.75, Synergy_Bliss=1.94, Synergy_Loewe=-33.6, Synergy_HSA=0.764.